Dataset: Reaction yield outcomes from USPTO patents with 853,638 reactions. Task: Predict the reaction yield, written as a fraction of the theoretical maximum amount of product (1.0 means a 100% yield; for example, 0.34 means a 34% yield). The reactants are [Cl:1][C:2]1[CH:23]=[C:22]([O:24][CH2:25][CH:26]=[C:27]([Cl:29])[Cl:28])[CH:21]=[C:20]([Cl:30])[C:3]=1[O:4][CH2:5][CH2:6][CH2:7][O:8][N:9]1C(=O)C2=CC=CC=C2C1=O.CO.O.NN. The catalyst is O. The product is [ClH:1].[Cl:1][C:2]1[CH:23]=[C:22]([O:24][CH2:25][CH:26]=[C:27]([Cl:28])[Cl:29])[CH:21]=[C:20]([Cl:30])[C:3]=1[O:4][CH2:5][CH2:6][CH2:7][O:8][NH2:9]. The yield is 0.920.